Task: Predict the reaction yield, written as a fraction of the theoretical maximum amount of product (1.0 means a 100% yield; for example, 0.34 means a 34% yield).. Dataset: Reaction yield outcomes from USPTO patents with 853,638 reactions (1) The reactants are [CH:1]([O:4][C:5]1[CH:10]=[CH:9][C:8]([N+:11]([O-:13])=[O:12])=[CH:7][C:6]=1[CH2:14]O)([CH3:3])[CH3:2].C1C=CC(P([N:30]=[N+:31]=[N-:32])(C2C=CC=CC=2)=O)=CC=1.C1CCN2C(=NCCC2)CC1. The catalyst is C1COCC1. The yield is 0.900. The product is [N:30]([CH2:14][C:6]1[CH:7]=[C:8]([N+:11]([O-:13])=[O:12])[CH:9]=[CH:10][C:5]=1[O:4][CH:1]([CH3:3])[CH3:2])=[N+:31]=[N-:32]. (2) The reactants are [CH3:1][O:2][C:3]1[CH:8]=[CH:7][CH:6]=[CH:5][C:4]=1[C:9]1[N:17]2[C:12]([CH:13]=[N:14][C:15](OS(C(F)(F)F)(=O)=O)=[N:16]2)=[CH:11][CH:10]=1.C(N(CC)C(C)C)(C)C.[NH2:35][C:36]1[CH:41]=[CH:40][C:39]([CH:42]2[CH2:47][CH2:46][N:45]([CH2:48][C@H:49]([OH:52])[CH2:50][OH:51])[CH2:44][CH2:43]2)=[CH:38][C:37]=1[O:53][CH3:54]. The catalyst is COCC(O)C. The product is [CH3:54][O:53][C:37]1[CH:38]=[C:39]([CH:42]2[CH2:43][CH2:44][N:45]([CH2:48][C@H:49]([OH:52])[CH2:50][OH:51])[CH2:46][CH2:47]2)[CH:40]=[CH:41][C:36]=1[NH:35][C:15]1[N:14]=[CH:13][C:12]2=[CH:11][CH:10]=[C:9]([C:4]3[CH:5]=[CH:6][CH:7]=[CH:8][C:3]=3[O:2][CH3:1])[N:17]2[N:16]=1. The yield is 0.270.